From a dataset of Reaction yield outcomes from USPTO patents with 853,638 reactions. Predict the reaction yield, written as a fraction of the theoretical maximum amount of product (1.0 means a 100% yield; for example, 0.34 means a 34% yield). The reactants are C1(S([N:10]2[CH:14]=[C:13]([C:15]([C:17]3[CH:22]=[C:21]([O:23][CH3:24])[C:20]([O:25][CH3:26])=[C:19]([O:27][CH3:28])[CH:18]=3)=[O:16])[N:12]=[C:11]2[C:29]2[CH:34]=[CH:33][C:32]([CH3:35])=[CH:31][CH:30]=2)(=O)=O)C=CC=CC=1.[F-].C([N+](CCCC)(CCCC)CCCC)CCC.C([O-])(O)=O.[Na+]. The catalyst is C1COCC1. The product is [C:32]1([CH3:35])[CH:31]=[CH:30][C:29]([C:11]2[NH:10][CH:14]=[C:13]([C:15]([C:17]3[CH:22]=[C:21]([O:23][CH3:24])[C:20]([O:25][CH3:26])=[C:19]([O:27][CH3:28])[CH:18]=3)=[O:16])[N:12]=2)=[CH:34][CH:33]=1. The yield is 0.885.